Dataset: Peptide-MHC class II binding affinity with 134,281 pairs from IEDB. Task: Regression. Given a peptide amino acid sequence and an MHC pseudo amino acid sequence, predict their binding affinity value. This is MHC class II binding data. (1) The peptide sequence is IMRIKKLTITGKGTL. The MHC is HLA-DPA10301-DPB10402 with pseudo-sequence HLA-DPA10301-DPB10402. The binding affinity (normalized) is 0.421. (2) The peptide sequence is DVNASFRAAMATTAN. The MHC is DRB1_1201 with pseudo-sequence DRB1_1201. The binding affinity (normalized) is 0.220. (3) The peptide sequence is PANDKFTVFEAAFNDAIKE. The MHC is HLA-DQA10102-DQB10602 with pseudo-sequence HLA-DQA10102-DQB10602. The binding affinity (normalized) is 0.523. (4) The peptide sequence is DEARRMWASAQNISG. The MHC is DRB1_0802 with pseudo-sequence DRB1_0802. The binding affinity (normalized) is 0.571. (5) The peptide sequence is ASYFAADRILPELTE. The MHC is DRB3_0202 with pseudo-sequence DRB3_0202. The binding affinity (normalized) is 0.370.